This data is from Full USPTO retrosynthesis dataset with 1.9M reactions from patents (1976-2016). The task is: Predict the reactants needed to synthesize the given product. (1) The reactants are: [C:1]([O:5][C:6]([N:8]1[CH2:13][CH2:12][CH:11]([OH:14])[CH2:10][CH2:9]1)=[O:7])([CH3:4])([CH3:3])[CH3:2].[N+](=[CH:17][C:18]([O:20][CH2:21][CH3:22])=[O:19])=[N-]. Given the product [CH2:21]([O:20][C:18](=[O:19])[CH2:17][O:14][CH:11]1[CH2:12][CH2:13][N:8]([C:6]([O:5][C:1]([CH3:4])([CH3:2])[CH3:3])=[O:7])[CH2:9][CH2:10]1)[CH3:22], predict the reactants needed to synthesize it. (2) Given the product [CH3:1][O:2][C:3]1[CH:8]=[CH:7][CH:6]=[CH:5][C:4]=1[CH:9]1[CH2:14][CH2:13][CH2:12][CH2:11][CH:10]1[CH2:15][C:26]#[N:27], predict the reactants needed to synthesize it. The reactants are: [CH3:1][O:2][C:3]1[CH:8]=[CH:7][CH:6]=[CH:5][C:4]=1[CH:9]1[CH2:14][CH2:13][CH2:12][CH2:11][CH:10]1[CH2:15]OC1C(C)=CC(C)=CC=1C.[C-:26]#[N:27].[Na+]. (3) Given the product [N:10]1[CH:11]=[CH:12][CH:13]=[N:14][C:9]=1[N:8]1[C:4]([OH:3])=[CH:5][C:6]([C:15]2[CH:20]=[CH:19][C:18]([N+:21]([O-:23])=[O:22])=[CH:17][CH:16]=2)=[N:7]1, predict the reactants needed to synthesize it. The reactants are: C([O:3][C:4](=O)[CH2:5][C:6]([C:15]1[CH:20]=[CH:19][C:18]([N+:21]([O-:23])=[O:22])=[CH:17][CH:16]=1)=[N:7][NH:8][C:9]1[N:14]=[CH:13][CH:12]=[CH:11][N:10]=1)C.C(OCC)(=O)C. (4) Given the product [C:7]1([C:5]2[S:4][CH:3]=[C:2]([NH:1][CH2:20][C:21]([O:23][CH3:24])=[O:22])[CH:6]=2)[CH:12]=[CH:11][CH:10]=[CH:9][CH:8]=1, predict the reactants needed to synthesize it. The reactants are: [NH2:1][C:2]1[CH:6]=[C:5]([C:7]2[CH:12]=[CH:11][CH:10]=[CH:9][CH:8]=2)[S:4][CH:3]=1.C(=O)([O-])[O-].[K+].[K+].Br[CH2:20][C:21]([O:23][CH3:24])=[O:22].O. (5) The reactants are: C([O:8][C:9]1[CH:14]=[C:13]([CH3:15])[C:12]([C:16]2[C:21]([CH3:22])=[CH:20][CH:19]=[C:18]([C:23]([O:25][CH3:26])=[O:24])[CH:17]=2)=[C:11]([CH3:27])[CH:10]=1)C1C=CC=CC=1. Given the product [OH:8][C:9]1[CH:14]=[C:13]([CH3:15])[C:12]([C:16]2[C:21]([CH3:22])=[CH:20][CH:19]=[C:18]([C:23]([O:25][CH3:26])=[O:24])[CH:17]=2)=[C:11]([CH3:27])[CH:10]=1, predict the reactants needed to synthesize it. (6) Given the product [CH2:14]([NH:16][C:17]([C:19]1[N:23]2[CH2:24][CH2:25][N:26]([C:11]([C:9]3[CH:10]=[C:5]4[N:4]=[CH:3][C:2]([Cl:1])=[CH:7][N:6]4[N:8]=3)=[O:13])[CH:27]([CH3:28])[C:22]2=[CH:21][CH:20]=1)=[O:18])[CH3:15], predict the reactants needed to synthesize it. The reactants are: [Cl:1][C:2]1[CH:3]=[N:4][C:5]2[N:6]([N:8]=[C:9]([C:11]([OH:13])=O)[CH:10]=2)[CH:7]=1.[CH2:14]([NH:16][C:17]([C:19]1[N:23]2[CH2:24][CH2:25][NH:26][CH:27]([CH3:28])[C:22]2=[CH:21][CH:20]=1)=[O:18])[CH3:15]. (7) Given the product [OH:1][C@@:2]1([C:13]([OH:15])=[O:14])[C:10]2[CH:9]=[C:8]([CH3:18])[S:7][C:6]=2[C@@H:5]([OH:11])[C@H:4]([OH:12])[CH2:3]1, predict the reactants needed to synthesize it. The reactants are: [OH:1][C@@:2]1([C:13]([OH:15])=[O:14])[C:10]2[CH:9]=[CH:8][S:7][C:6]=2[C@@H:5]([OH:11])[C@H:4]([OH:12])[CH2:3]1.[K+].[Br-].[CH2:18]1COCC1. (8) Given the product [CH2:27]([O:34][C:35]1[CH:40]=[N:39][N:38]([CH2:43][C:44](=[O:45])[C:46]2[CH:55]=[C:54]3[C:49]([CH2:50][CH2:51][N:52]([C:56](=[O:61])[C:57]([F:60])([F:58])[F:59])[CH2:53]3)=[CH:48][CH:47]=2)[C:37](=[O:41])[CH:36]=1)[C:28]1[CH:33]=[CH:32][CH:31]=[CH:30][CH:29]=1, predict the reactants needed to synthesize it. The reactants are: C(OC1C=CN(CC(C2C=CC(CO)=CC=2)=O)C(=O)C=1)C1C=CC=CC=1.[CH2:27]([O:34][C:35]1[CH:40]=[N:39][NH:38][C:37](=[O:41])[CH:36]=1)[C:28]1[CH:33]=[CH:32][CH:31]=[CH:30][CH:29]=1.Cl[CH2:43][C:44]([C:46]1[CH:55]=[C:54]2[C:49]([CH2:50][CH2:51][N:52]([C:56](=[O:61])[C:57]([F:60])([F:59])[F:58])[CH2:53]2)=[CH:48][CH:47]=1)=[O:45]. (9) Given the product [O:33]=[C:7]1[CH:6]([C:4](=[O:5])[S:3][CH2:1][CH3:2])[CH2:15][C:14]2[C:9](=[CH:10][CH:11]=[C:12]([C:16]3[CH:21]=[CH:20][C:19]([C:22]([F:25])([F:23])[F:24])=[CH:18][CH:17]=3)[CH:13]=2)[NH:8]1, predict the reactants needed to synthesize it. The reactants are: [CH2:1]([S:3][C:4]([CH:6]1[CH2:15][C:14]2[C:9](=[CH:10][CH:11]=[C:12]([C:16]3[CH:21]=[CH:20][C:19]([C:22]([F:25])([F:24])[F:23])=[CH:18][CH:17]=3)[CH:13]=2)[N:8](C(OC(C)(C)C)=O)[C:7]1=[O:33])=[O:5])[CH3:2].FC(F)(F)C(O)=O. (10) Given the product [Cl:30][C:10]1[N:9]=[C:8]([C:4]2[CH:5]=[CH:6][CH:7]=[C:2]([Cl:1])[CH:3]=2)[C:17]2[C:12](=[CH:13][CH:14]=[C:15]([C:18]([C:19]3[CH:24]=[CH:23][C:22]([F:25])=[CH:21][CH:20]=3)=[O:26])[CH:16]=2)[N:11]=1, predict the reactants needed to synthesize it. The reactants are: [Cl:1][C:2]1[CH:3]=[C:4]([C:8]2[C:17]3[C:12](=[CH:13][CH:14]=[C:15]([C:18](=[O:26])[C:19]4[CH:24]=[CH:23][C:22]([F:25])=[CH:21][CH:20]=4)[CH:16]=3)[NH:11][C:10](=O)[N:9]=2)[CH:5]=[CH:6][CH:7]=1.P(Cl)(Cl)([Cl:30])=O.